This data is from Full USPTO retrosynthesis dataset with 1.9M reactions from patents (1976-2016). The task is: Predict the reactants needed to synthesize the given product. (1) Given the product [CH3:1][O:2][C:3](=[O:19])[CH2:4][C:5]1[C:6](=[O:18])[N:7]([CH2:16][CH3:17])[C:8]2[C:13]([CH:14]=1)=[CH:12][CH:11]=[C:10]([O:15][CH2:35][CH2:34][CH2:33][CH2:32][NH:31][C:30]([O:29][C:25]([CH3:26])([CH3:28])[CH3:27])=[O:37])[CH:9]=2, predict the reactants needed to synthesize it. The reactants are: [CH3:1][O:2][C:3](=[O:19])[CH2:4][C:5]1[C:6](=[O:18])[N:7]([CH2:16][CH3:17])[C:8]2[C:13]([CH:14]=1)=[CH:12][CH:11]=[C:10]([OH:15])[CH:9]=2.COC(=O)C.[C:25]([O:29][C:30](=[O:37])[NH:31][CH2:32][CH2:33][CH2:34][CH2:35]Br)([CH3:28])([CH3:27])[CH3:26]. (2) Given the product [N:1]1[S:5][N:4]=[C:3]2[CH:6]=[C:7]([CH:10]=[C:22]3[S:21][C:20](=[N:19][C:14]4[CH:15]=[CH:16][CH:17]=[CH:18][C:13]=4[Br:12])[NH:24][C:23]3=[O:25])[CH:8]=[CH:9][C:2]=12, predict the reactants needed to synthesize it. The reactants are: [N:1]1[S:5][N:4]=[C:3]2[CH:6]=[C:7]([CH:10]=O)[CH:8]=[CH:9][C:2]=12.[Br:12][C:13]1[CH:18]=[CH:17][CH:16]=[CH:15][C:14]=1[N:19]=[C:20]1[NH:24][C:23](=[O:25])[CH2:22][S:21]1.C(O[Na])(C)=O.O. (3) The reactants are: [CH3:1][S:2]([N:5]1[CH2:26][CH2:25][C:8]2([C:12](=[O:13])[N:11]([C:14]3[CH:19]=[CH:18][C:17]([O:20][C:21]([F:24])([F:23])[F:22])=[CH:16][CH:15]=3)[CH2:10][CH2:9]2)[CH2:7][CH2:6]1)(=[O:4])=[O:3].[Li]CCCC.[CH:32]1([CH:35]=[O:36])[CH2:34][CH2:33]1. Given the product [CH:32]1([CH:35]([OH:36])[CH2:1][S:2]([N:5]2[CH2:6][CH2:7][C:8]3([C:12](=[O:13])[N:11]([C:14]4[CH:15]=[CH:16][C:17]([O:20][C:21]([F:23])([F:22])[F:24])=[CH:18][CH:19]=4)[CH2:10][CH2:9]3)[CH2:25][CH2:26]2)(=[O:4])=[O:3])[CH2:34][CH2:33]1, predict the reactants needed to synthesize it. (4) Given the product [C:33]([O:32][C:30]([N:25]1[C@@H:24]([C:22]2[NH:21][CH:20]=[C:19]([C:14]3[CH:15]=[C:16]4[C:11](=[CH:12][CH:13]=3)[CH:10]=[C:9]([C:39]3[CH:40]=[C:41]([C:45]5[N:46]=[C:47]([C@@H:50]6[CH2:55][C@@H:54]7[C@@H:52]([CH2:53]7)[N:51]6[C:56]([O:58][C:59]([CH3:62])([CH3:61])[CH3:60])=[O:57])[NH:48][CH:49]=5)[CH:42]=[CH:43][CH:44]=3)[CH:18]=[CH:17]4)[N:23]=2)[CH2:29][C@H:28]2[C@@H:26]1[CH2:27]2)=[O:31])([CH3:35])([CH3:36])[CH3:34], predict the reactants needed to synthesize it. The reactants are: CC1(C)C(C)(C)OB([C:9]2[CH:10]=[C:11]3[C:16](=[CH:17][CH:18]=2)[CH:15]=[C:14]([C:19]2[NH:23][C:22]([C@@H:24]4[CH2:29][C@@H:28]5[C@@H:26]([CH2:27]5)[N:25]4[C:30]([O:32][C:33]([CH3:36])([CH3:35])[CH3:34])=[O:31])=[N:21][CH:20]=2)[CH:13]=[CH:12]3)O1.Br[C:39]1[CH:40]=[C:41]([C:45]2[N:46]=[C:47]([C@@H:50]3[CH2:55][C@@H:54]4[C@@H:52]([CH2:53]4)[N:51]3[C:56]([O:58][C:59]([CH3:62])([CH3:61])[CH3:60])=[O:57])[NH:48][CH:49]=2)[CH:42]=[CH:43][CH:44]=1.C(=O)([O-])[O-].[Cs+].[Cs+]. (5) Given the product [OH:26][C:25]([CH3:28])([CH2:27][O:11][C:8]1[CH:9]=[CH:10][C:5]([CH2:4][CH2:3][O:2][CH3:1])=[CH:6][CH:7]=1)[C:23]([NH:22][C:15]1[CH:16]=[CH:17][C:18]([N+:19]([O-:21])=[O:20])=[C:13]([CH3:12])[CH:14]=1)=[O:24], predict the reactants needed to synthesize it. The reactants are: [CH3:1][O:2][CH2:3][CH2:4][C:5]1[CH:10]=[CH:9][C:8]([OH:11])=[CH:7][CH:6]=1.[CH3:12][C:13]1[CH:14]=[C:15]([NH:22][C:23]([C:25]2([CH3:28])[CH2:27][O:26]2)=[O:24])[CH:16]=[CH:17][C:18]=1[N+:19]([O-:21])=[O:20]. (6) Given the product [CH2:21]([N:2]1[CH2:3][CH2:4][C:5]2[C:10](=[CH:9][C:8]([O:11][C:12]3[CH:20]=[CH:19][C:15]([C:16]([NH2:18])=[O:17])=[CH:14][N:13]=3)=[CH:7][CH:6]=2)[CH2:1]1)[C:22]1[CH:27]=[CH:26][CH:25]=[CH:24][CH:23]=1, predict the reactants needed to synthesize it. The reactants are: [CH2:1]1[C:10]2[C:5](=[CH:6][CH:7]=[C:8]([O:11][C:12]3[CH:20]=[CH:19][C:15]([C:16]([NH2:18])=[O:17])=[CH:14][N:13]=3)[CH:9]=2)[CH2:4][CH2:3][NH:2]1.[CH:21](=O)[C:22]1[CH:27]=[CH:26][CH:25]=[CH:24][CH:23]=1.C(O[BH-](OC(=O)C)OC(=O)C)(=O)C.[Na+].C(O)(=O)C.C(=O)(O)[O-].[Na+]. (7) Given the product [CH2:1]([N:8]1[CH2:9][C:10]2[NH:15][C:14]3[CH:18]=[CH:19][CH:20]=[C:21]4[C:22](=[O:24])[NH:28][N:29]=[C:12]([C:13]=34)[C:11]=2[CH2:16][CH2:17]1)[C:2]1[CH:7]=[CH:6][CH:5]=[CH:4][CH:3]=1, predict the reactants needed to synthesize it. The reactants are: [CH2:1]([N:8]1[CH2:17][C:16]2[NH:15][C:14]3[CH:18]=[CH:19][CH:20]=[C:21]([C:22]([O:24]C)=O)[C:13]=3[C:12](=O)[C:11]=2[CH2:10][CH2:9]1)[C:2]1[CH:7]=[CH:6][CH:5]=[CH:4][CH:3]=1.O.[NH2:28][NH2:29]. (8) The reactants are: Br[C:2]1[CH:3]=[C:4]([C:7]([O:9][CH3:10])=[O:8])[NH:5][CH:6]=1.Br[CH2:12][C:13]([C:15]1[CH:20]=[CH:19][C:18]([O:21][CH3:22])=[CH:17][CH:16]=1)=[O:14].CC(C)([O-])C.[K+]. Given the product [CH3:22][O:21][C:18]1[CH:19]=[CH:20][C:15]([C:13](=[O:14])[CH2:12][N:5]2[CH:6]=[CH:2][CH:3]=[C:4]2[C:7]([O:9][CH3:10])=[O:8])=[CH:16][CH:17]=1, predict the reactants needed to synthesize it. (9) The reactants are: [CH2:1]([N:3]1[CH2:12][CH2:11][C:10]2[N:9]=[C:8]([NH:13][C:14]([NH:16][C@@H:17]([C:19]3[CH:24]=[CH:23][CH:22]=[CH:21][CH:20]=3)[CH3:18])=[O:15])[CH:7]=[C:6]3[N:25](C(C4C=CC=CC=4)(C4C=CC=CC=4)C4C=CC=CC=4)[N:26]=[C:4]1[C:5]=23)[CH3:2].C([SiH](CC)CC)C. Given the product [CH2:1]([N:3]1[CH2:12][CH2:11][C:10]2[N:9]=[C:8]([NH:13][C:14]([NH:16][C@@H:17]([C:19]3[CH:24]=[CH:23][CH:22]=[CH:21][CH:20]=3)[CH3:18])=[O:15])[CH:7]=[C:6]3[NH:25][N:26]=[C:4]1[C:5]=23)[CH3:2], predict the reactants needed to synthesize it.